This data is from Reaction yield outcomes from USPTO patents with 853,638 reactions. The task is: Predict the reaction yield, written as a fraction of the theoretical maximum amount of product (1.0 means a 100% yield; for example, 0.34 means a 34% yield). (1) The reactants are C([O:8][C:9]1[C:13]([O:14]CC2C=CC=CC=2)=[C:12]([C:22]#[N:23])[N:11]([C:24]2[CH:29]=[CH:28][C:27]([O:30][CH3:31])=[CH:26][CH:25]=2)[C:10]=1[C:32]#[N:33])C1C=CC=CC=1. The catalyst is C1COCC1.[Pd]. The product is [OH:8][C:9]1[C:13]([OH:14])=[C:12]([C:22]#[N:23])[N:11]([C:24]2[CH:25]=[CH:26][C:27]([O:30][CH3:31])=[CH:28][CH:29]=2)[C:10]=1[C:32]#[N:33]. The yield is 0.140. (2) The reactants are [NH2:1][C:2]1[CH:7]=[CH:6][C:5]([OH:8])=[CH:4][C:3]=1[F:9].CC(C)([O-])C.[Na+].Cl[C:17]1[CH:22]=[CH:21][N:20]=[C:19]([C:23]#[N:24])[CH:18]=1.C([O-])([O-])=O.[K+].[K+]. The catalyst is CN(C=O)C. The product is [NH2:1][C:2]1[CH:7]=[CH:6][C:5]([O:8][C:17]2[CH:22]=[CH:21][N:20]=[C:19]([C:23]#[N:24])[CH:18]=2)=[CH:4][C:3]=1[F:9]. The yield is 0.310. (3) The reactants are [CH3:1][C@H:2]1[CH2:7][NH:6][CH2:5][CH2:4][N:3]1[C:8]([O:10][CH2:11][C:12]1[CH:17]=[CH:16][CH:15]=[CH:14][CH:13]=1)=[O:9].[CH2:18]([O:25][CH2:26][CH:27]=O)[C:19]1[CH:24]=[CH:23][CH:22]=[CH:21][CH:20]=1.[BH-](OC(C)=O)(OC(C)=O)OC(C)=O.[Na+]. The catalyst is C(Cl)Cl. The product is [CH3:1][C@H:2]1[CH2:7][N:6]([CH2:27][CH2:26][O:25][CH2:18][C:19]2[CH:24]=[CH:23][CH:22]=[CH:21][CH:20]=2)[CH2:5][CH2:4][N:3]1[C:8]([O:10][CH2:11][C:12]1[CH:17]=[CH:16][CH:15]=[CH:14][CH:13]=1)=[O:9]. The yield is 0.580. (4) The reactants are [CH3:1][O:2][C:3]1([C:21]2[CH:26]=[CH:25][CH:24]=[CH:23][C:22]=2[CH3:27])[CH2:8][CH2:7][C:6]2[C:9]([C:18](O)=[O:19])=[CH:10][C:11]3[N:12]([CH3:17])[C:13]([CH3:16])=[N:14][C:15]=3[C:5]=2[O:4]1.[H-].[Al+3].[Li+].[H-].[H-].[H-].[Cl-].[NH4+]. The catalyst is ClCCl. The product is [CH3:1][O:2][C:3]1([C:21]2[CH:26]=[CH:25][CH:24]=[CH:23][C:22]=2[CH3:27])[CH2:8][CH2:7][C:6]2[C:9]([CH2:18][OH:19])=[CH:10][C:11]3[N:12]([CH3:17])[C:13]([CH3:16])=[N:14][C:15]=3[C:5]=2[O:4]1. The yield is 0.900. (5) The reactants are [Cl:1][C:2]1[CH:3]=[C:4]([CH:7]=[C:8]([Br:14])[C:9]=1[NH:10][CH2:11][CH2:12][CH3:13])[C:5]#[N:6].[H-].[Al+3].[Li+].[H-].[H-].[H-].O.O.O.O.O.O.O.O.O.O.S([O-])([O-])(=O)=O.[Na+].[Na+]. The catalyst is C1COCC1. The product is [Cl:1][C:2]1[CH:3]=[C:4]([CH:7]=[C:8]([Br:14])[C:9]=1[NH:10][CH2:11][CH2:12][CH3:13])[CH2:5][NH2:6]. The yield is 0.264.